From a dataset of Forward reaction prediction with 1.9M reactions from USPTO patents (1976-2016). Predict the product of the given reaction. Given the reactants [CH:1]([C:3]1[NH:7][C:6]([C:8]([O:10][CH2:11][CH3:12])=[O:9])=[C:5]([CH3:13])[C:4]=1[S:14]([N:17]1[CH2:21][CH2:20][CH2:19][CH2:18]1)(=[O:16])=[O:15])=[O:2].CC(=CC)C.Cl([O-])=[O:28].[Na+].P([O-])(O)(O)=O.[Na+], predict the reaction product. The product is: [CH2:11]([O:10][C:8]([C:6]1[NH:7][C:3]([C:1]([OH:28])=[O:2])=[C:4]([S:14]([N:17]2[CH2:18][CH2:19][CH2:20][CH2:21]2)(=[O:16])=[O:15])[C:5]=1[CH3:13])=[O:9])[CH3:12].